From a dataset of Forward reaction prediction with 1.9M reactions from USPTO patents (1976-2016). Predict the product of the given reaction. (1) Given the reactants [Cl:1][C:2]1[CH:11]=[CH:10][C:5]2[N:6]=[C:7]([NH2:9])[S:8][C:4]=2[CH:3]=1.[F:12][C:13]([F:24])([F:23])[C:14]1[CH:15]=[C:16]([CH:20]=[CH:21][CH:22]=1)[C:17](Cl)=[O:18].Br[CH:26]([CH3:32])[C:27]([O:29]CC)=[O:28].COC1C=CC2N=C(N)SC=2C=1.ClC1C=C(C=CC=1)C(Cl)=O.BrCC(OCC)=O, predict the reaction product. The product is: [Cl:1][C:2]1[CH:11]=[CH:10][C:5]2[N:6]([CH:26]([CH3:32])[C:27]([OH:29])=[O:28])[C:7](=[N:9][C:17](=[O:18])[C:16]3[CH:20]=[CH:21][CH:22]=[C:14]([C:13]([F:24])([F:23])[F:12])[CH:15]=3)[S:8][C:4]=2[CH:3]=1. (2) Given the reactants Cl[C:2]1[CH:7]=[CH:6][C:5]([NH:8][C:9]([NH:11][C:12]2[CH:17]=[CH:16][CH:15]=[C:14]([C:18]3[CH:23]=[CH:22][CH:21]=[C:20]([N:24]4[CH2:28][CH2:27][CH2:26][CH2:25]4)[N:19]=3)[CH:13]=2)=[O:10])=[CH:4][CH:3]=1.[CH3:29][O:30]C1C=CC=CC=1N.CCN(C(C)C)C(C)C, predict the reaction product. The product is: [CH3:29][O:30][C:6]1[CH:7]=[CH:2][CH:3]=[CH:4][C:5]=1[NH:8][C:9]([NH:11][C:12]1[CH:17]=[CH:16][CH:15]=[C:14]([C:18]2[CH:23]=[CH:22][CH:21]=[C:20]([N:24]3[CH2:28][CH2:27][CH2:26][CH2:25]3)[N:19]=2)[CH:13]=1)=[O:10]. (3) Given the reactants [F:1][C:2]1([CH3:19])[C@@:6]([OH:8])([CH3:7])[CH:5]([CH2:9][OH:10])[O:4][C@H:3]1[N:11]1[CH:16]=[CH:15][C:14](=[O:17])[NH:13][C:12]1=[O:18].[C:20](Cl)(=[O:25])[CH2:21][CH2:22][CH2:23][CH3:24].O, predict the reaction product. The product is: [C:20]([O:10][CH2:9][C@@H:5]1[C:6]([OH:8])([CH3:7])[C@:2]([F:1])([CH3:19])[CH:3]([N:11]2[CH:16]=[CH:15][C:14](=[O:17])[NH:13][C:12]2=[O:18])[O:4]1)(=[O:25])[CH2:21][CH2:22][CH2:23][CH3:24]. (4) Given the reactants [CH3:1][O:2][C:3](=[O:22])[C@@H:4]([NH:14]C(OC(C)(C)C)=O)[CH2:5][C:6]1[CH:11]=[CH:10][C:9]([O:12][CH3:13])=[CH:8][CH:7]=1.[C:23]([OH:29])([C:25]([F:28])([F:27])[F:26])=[O:24], predict the reaction product. The product is: [F:26][C:25]([F:28])([F:27])[C:23]([OH:29])=[O:24].[CH3:1][O:2][C:3](=[O:22])[C@@H:4]([NH2:14])[CH2:5][C:6]1[CH:11]=[CH:10][C:9]([O:12][CH3:13])=[CH:8][CH:7]=1. (5) Given the reactants [CH2:1]([NH:3][C:4]1[CH:5]=[C:6]([OH:11])[CH:7]=[CH:8][C:9]=1[CH3:10])[CH3:2].[CH:12]([C:14]1[CH:27]=[CH:26][C:17]([O:18][CH2:19][CH2:20][CH2:21][CH2:22][C:23]([OH:25])=[O:24])=[CH:16][CH:15]=1)=O.[CH2:28]([N:30]1[C:39]2[C:34](=[CH:35][CH:36]=[C:37](O)[CH:38]=2)[C:33](C)=CC1(C)C)[CH3:29].C(C1C=CC(OCC(O)=O)=CC=1)=O, predict the reaction product. The product is: [CH2:1]([NH:3][C:4]1[C:9]([CH3:10])=[CH:8][C:7]2[C:12]([C:14]3[CH:27]=[CH:26][C:17]([O:18][CH2:19][CH2:20][CH2:21][CH2:22][C:23]([OH:25])=[O:24])=[CH:16][CH:15]=3)=[C:36]3[C:37]([O:11][C:6]=2[CH:5]=1)=[CH:38]/[C:39](=[N:30]/[CH2:28][CH3:29])/[C:34]([CH3:33])=[CH:35]3)[CH3:2]. (6) Given the reactants [NH2:1][C:2]1[N:3]=[CH:4][C:5]([C:18]2[CH:26]=[CH:25][C:21](C(O)=O)=[CH:20][CH:19]=2)=[N:6][C:7]=1[NH:8][CH2:9][C:10]1[C:15]([Cl:16])=[CH:14][CH:13]=[CH:12][C:11]=1[Cl:17].BrC1N=C(NCC2C(Cl)=CC=CC=2Cl)C(N)=NC=1.C[C:46]1(C)C(C)(C)OB(C2C=C(C=CC=2)C=O)[O:47]1, predict the reaction product. The product is: [NH2:1][C:2]1[N:3]=[CH:4][C:5]([C:18]2[CH:19]=[C:20]([CH:21]=[CH:25][CH:26]=2)[CH:46]=[O:47])=[N:6][C:7]=1[NH:8][CH2:9][C:10]1[C:15]([Cl:16])=[CH:14][CH:13]=[CH:12][C:11]=1[Cl:17].